Dataset: Reaction yield outcomes from USPTO patents with 853,638 reactions. Task: Predict the reaction yield, written as a fraction of the theoretical maximum amount of product (1.0 means a 100% yield; for example, 0.34 means a 34% yield). (1) The reactants are CN(C)C=[N:4][C:5]1[S:6][CH:7]=[C:8]([C:10]2[CH:15]=[CH:14][CH:13]=[C:12]([C:16]3[CH:21]=[C:20]([C:22]4[CH:27]=[CH:26][C:25]([C:28]([F:31])([F:30])[F:29])=[CH:24][CH:23]=4)[CH:19]=[C:18]([CH3:32])[N:17]=3)[CH:11]=2)[N:9]=1.Cl.[OH-].[Na+]. The catalyst is C1COCC1. The product is [CH3:32][C:18]1[N:17]=[C:16]([C:12]2[CH:11]=[C:10]([C:8]3[N:9]=[C:5]([NH2:4])[S:6][CH:7]=3)[CH:15]=[CH:14][CH:13]=2)[CH:21]=[C:20]([C:22]2[CH:27]=[CH:26][C:25]([C:28]([F:31])([F:29])[F:30])=[CH:24][CH:23]=2)[CH:19]=1. The yield is 0.530. (2) The reactants are [H-].[Na+].[CH3:3][CH2:4][O:5][C:6]([CH:8]([C:16]([O:18][CH2:19][CH3:20])=[O:17])[CH2:9][C:10]1[CH:15]=[CH:14][CH:13]=[CH:12][CH:11]=1)=[O:7].Cl.[CH2:22]([C:26]1[N:27]([CH2:33][C:34]2[CH:39]=[CH:38][CH:37]=[CH:36][C:35]=2[Cl:40])[C:28](CCl)=[CH:29][N:30]=1)[CH2:23][CH2:24][CH3:25]. The catalyst is CN(C)C=O. The product is [CH2:22]([C:26]1[N:27]([CH2:33][C:34]2[CH:39]=[CH:38][CH:37]=[CH:36][C:35]=2[Cl:40])[C:28]([C:8]([CH2:9][C:10]2[CH:15]=[CH:14][CH:13]=[CH:12][CH:11]=2)([C:6]([O:5][CH2:4][CH3:3])=[O:7])[C:16]([O:18][CH2:19][CH3:20])=[O:17])=[CH:29][N:30]=1)[CH2:23][CH2:24][CH3:25]. The yield is 0.850.